Dataset: Blood-brain barrier permeability classification from the B3DB database. Task: Regression/Classification. Given a drug SMILES string, predict its absorption, distribution, metabolism, or excretion properties. Task type varies by dataset: regression for continuous measurements (e.g., permeability, clearance, half-life) or binary classification for categorical outcomes (e.g., BBB penetration, CYP inhibition). Dataset: b3db_classification. The drug is CCC(NC(C)C)C(O)c1ccc(O)c2[nH]c(=O)ccc12. The result is 0 (does not penetrate BBB).